Predict the product of the given reaction. From a dataset of Forward reaction prediction with 1.9M reactions from USPTO patents (1976-2016). (1) Given the reactants [Br:1][C:2]1[C:7]2[CH2:8][CH:9]([CH2:22][CH3:23])[N:10]3[C:15]([C:6]=2[C:5]([O:24][CH2:25][CH3:26])=[CH:4][CH:3]=1)=[CH:14][C:13](=[O:16])[C:12]([C:17]([O:19]CC)=[O:18])=[CH:11]3.O.[OH-].[Li+].Cl, predict the reaction product. The product is: [Br:1][C:2]1[C:7]2[CH2:8][CH:9]([CH2:22][CH3:23])[N:10]3[C:15]([C:6]=2[C:5]([O:24][CH2:25][CH3:26])=[CH:4][CH:3]=1)=[CH:14][C:13](=[O:16])[C:12]([C:17]([OH:19])=[O:18])=[CH:11]3. (2) Given the reactants Br[CH2:2][C:3]([C:5]1[CH:10]=[C:9]([C:11]([F:14])([F:13])[F:12])[CH:8]=[C:7]([F:15])[CH:6]=1)=O.C[O:17][C:18]([CH2:20][C:21]([NH2:23])=[O:22])=[O:19], predict the reaction product. The product is: [F:15][C:7]1[CH:6]=[C:5]([C:3]2[N:23]=[C:21]([CH2:20][C:18]([OH:19])=[O:17])[O:22][CH:2]=2)[CH:10]=[C:9]([C:11]([F:14])([F:13])[F:12])[CH:8]=1. (3) Given the reactants [CH3:1][O:2][C:3]1[CH:4]=[C:5]2[C:10](=[CH:11][CH:12]=1)[N:9]=[CH:8][CH:7]=[C:6]2[N:13]1[CH:21]=[C:20]2[C:15]([CH2:16][CH2:17][CH:18]([NH2:22])[CH2:19]2)=[N:14]1.Cl[CH2:24][C:25]([C:27]1[CH:28]=[CH:29][C:30]2[O:35][CH2:34][C:33](=[O:36])[NH:32][C:31]=2[CH:37]=1)=[O:26].CCN(CC)CC, predict the reaction product. The product is: [CH3:1][O:2][C:3]1[CH:4]=[C:5]2[C:10](=[CH:11][CH:12]=1)[N:9]=[CH:8][CH:7]=[C:6]2[N:13]1[CH:21]=[C:20]2[C:15]([CH2:16][CH2:17][CH:18]([NH:22][CH2:24][C:25]([C:27]3[CH:28]=[CH:29][C:30]4[O:35][CH2:34][C:33](=[O:36])[NH:32][C:31]=4[CH:37]=3)=[O:26])[CH2:19]2)=[N:14]1. (4) Given the reactants [NH2:1][C:2]1[CH:7]=[C:6]([NH:8][C:9](=[O:18])[C:10]2[C:15]([Cl:16])=[CH:14][CH:13]=[CH:12][C:11]=2[Cl:17])[CH:5]=[CH:4][N:3]=1.Cl[C:20]1[N:25]=[C:24]([CH3:26])[CH:23]=[C:22]([CH3:27])[N:21]=1.CC1(C)C2C(=C(P(C3C=CC=CC=3)C3C=CC=CC=3)C=CC=2)OC2C(P(C3C=CC=CC=3)C3C=CC=CC=3)=CC=CC1=2.C([O-])([O-])=O.[Cs+].[Cs+], predict the reaction product. The product is: [Cl:16][C:15]1[CH:14]=[CH:13][CH:12]=[C:11]([Cl:17])[C:10]=1[C:9]([NH:8][C:6]1[CH:5]=[CH:4][N:3]=[C:2]([NH:1][C:20]2[N:25]=[C:24]([CH3:26])[CH:23]=[C:22]([CH3:27])[N:21]=2)[CH:7]=1)=[O:18]. (5) Given the reactants [C:1]([O:5][C:6]([N:8]1[C:12]2=[N:13][C:14]([O:17][C:18]3[CH:23]=[CH:22][C:21]([F:24])=[CH:20][C:19]=3[F:25])=[N:15][CH:16]=[C:11]2[C:10]([O:26]C(OC(C)(C)C)=O)=[N:9]1)=[O:7])([CH3:4])([CH3:3])[CH3:2], predict the reaction product. The product is: [C:1]([O:5][C:6]([N:8]1[C:12]2=[N:13][C:14]([O:17][C:18]3[CH:23]=[CH:22][C:21]([F:24])=[CH:20][C:19]=3[F:25])=[N:15][CH:16]=[C:11]2[C:10]([OH:26])=[N:9]1)=[O:7])([CH3:4])([CH3:2])[CH3:3]. (6) Given the reactants [OH-].[K+].[CH2:3]([O:10][C:11]1[CH:18]=[CH:17][C:14]([CH2:15]O)=[CH:13][CH:12]=1)[C:4]1[CH:9]=[CH:8][CH:7]=[CH:6][CH:5]=1.C(=S)=[S:20].[C:22]([O:26][C:27]([N:29]1[CH2:34][CH2:33][N:32]([C:35](Cl)=[O:36])[CH2:31][CH2:30]1)=[O:28])([CH3:25])([CH3:24])[CH3:23], predict the reaction product. The product is: [C:22]([O:26][C:27]([N:29]1[CH2:34][CH2:33][N:32]([C:35]([S:20][CH2:15][C:14]2[CH:17]=[CH:18][C:11]([O:10][CH2:3][C:4]3[CH:9]=[CH:8][CH:7]=[CH:6][CH:5]=3)=[CH:12][CH:13]=2)=[O:36])[CH2:31][CH2:30]1)=[O:28])([CH3:25])([CH3:24])[CH3:23].